From a dataset of Human liver microsome stability data. Regression/Classification. Given a drug SMILES string, predict its absorption, distribution, metabolism, or excretion properties. Task type varies by dataset: regression for continuous measurements (e.g., permeability, clearance, half-life) or binary classification for categorical outcomes (e.g., BBB penetration, CYP inhibition). Dataset: hlm. (1) The compound is O=C(Nc1cc2ccnc(O)c2cc1Cl)C1CNCC1c1cccc(Br)c1. The result is 0 (unstable in human liver microsomes). (2) The molecule is CS(=O)(=O)CC[C@H](NC(=O)c1ccsc1)c1cn(C2(C#N)CC2)nn1. The result is 0 (unstable in human liver microsomes). (3) The molecule is CCc1nc2ccc(Cl)cn2c1C(=O)NCc1ccc(-c2ccc(C)cc2)cc1. The result is 0 (unstable in human liver microsomes). (4) The compound is N[C@@H](Cc1ccc(Cl)cc1)c1nc(O)c2cc(-c3cn[nH]c3)ccc2n1. The result is 0 (unstable in human liver microsomes). (5) The drug is O=C1CCc2cc(S(=O)(=O)Nc3ccc(F)c(Cl)c3)c(F)cc2N1. The result is 0 (unstable in human liver microsomes).